Dataset: Forward reaction prediction with 1.9M reactions from USPTO patents (1976-2016). Task: Predict the product of the given reaction. (1) Given the reactants [F:1][C:2]([F:35])([F:34])[C:3]1[CH:4]=[C:5]([C:13]([N:15]2[CH2:20][CH2:19][C@H:18]([C:21]3[CH:26]=[CH:25][CH:24]=[CH:23][C:22]=3Cl)[C@H:17]([C:28]3[CH:33]=[CH:32][CH:31]=[CH:30][CH:29]=3)[CH2:16]2)=[O:14])[CH:6]=[C:7]([C:9]([F:12])([F:11])[F:10])[CH:8]=1.[CH3:36][O:37][CH2:38][CH2:39][NH2:40].C1(C2C=CC=CC=2)C=CC=CC=1P(C1CCCCC1)C1CCCCC1, predict the reaction product. The product is: [F:1][C:2]([F:35])([F:34])[C:3]1[CH:4]=[C:5]([C:13]([N:15]2[CH2:20][CH2:19][C@H:18]([C:21]3[CH:26]=[CH:25][CH:24]=[CH:23][C:22]=3[NH:40][CH2:39][CH2:38][O:37][CH3:36])[C@H:17]([C:28]3[CH:33]=[CH:32][CH:31]=[CH:30][CH:29]=3)[CH2:16]2)=[O:14])[CH:6]=[C:7]([C:9]([F:12])([F:11])[F:10])[CH:8]=1. (2) Given the reactants [CH3:1][CH:2]([C:7](=O)[CH2:8][O:9][CH3:10])[C:3](OC)=[O:4].C(O)(=O)C.[CH:16]([NH2:18])=[NH:17].C[O-].[Na+], predict the reaction product. The product is: [CH3:1][C:2]1[C:3]([OH:4])=[N:17][CH:16]=[N:18][C:7]=1[CH2:8][O:9][CH3:10].